From a dataset of Reaction yield outcomes from USPTO patents with 853,638 reactions. Predict the reaction yield, written as a fraction of the theoretical maximum amount of product (1.0 means a 100% yield; for example, 0.34 means a 34% yield). The reactants are [OH-].[Na+].[S:3]1[CH2:7][C:6](=[O:8])[NH:5][C:4]1=[O:9].[F:10][C:11]([F:25])([F:24])[C:12]1[CH:13]=[C:14]([CH:17]=[C:18]([C:20]([F:23])([F:22])[F:21])[CH:19]=1)[CH2:15]Br.C(O)C. The catalyst is O. The product is [F:10][C:11]([F:24])([F:25])[C:12]1[CH:13]=[C:14]([CH:17]=[C:18]([C:20]([F:23])([F:21])[F:22])[CH:19]=1)[CH2:15][N:5]1[C:6](=[O:8])[CH2:7][S:3][C:4]1=[O:9]. The yield is 0.725.